Dataset: Experimentally validated miRNA-target interactions with 360,000+ pairs, plus equal number of negative samples. Task: Binary Classification. Given a miRNA mature sequence and a target amino acid sequence, predict their likelihood of interaction. (1) Result: 0 (no interaction). The miRNA is mmu-miR-653-5p with sequence GUGUUGAAACAAUCUCUACUG. The protein sequence of the target gene is MALIMEPVSKWSPSQVVDWMKGLDDCLQQYIKNFEREKISGDQLLRITHQELEDLGVSRIGHQELILEAVDLLCALNYGLETENLKTLSHKLNASAKNLQNFITGRRRSGHYDGRTSRKLPNDFLTSVVDLIGAAKSLLAWLDRSPFAAVTDYSVTRNNVIQLCLELTTIVQQDCTVYETENKILHVCKTLSGVCDHIISLSSDPLVSQSAHLEVIQLANIKPSEGLGMYIKSTYDGLHVITGTTENSPADRCKKIHAGDEVIQVNHQTVVGWQLKNLVNALREDPSGVILTLKKRPQSM.... (2) The miRNA is hsa-miR-5196-5p with sequence AGGGAAGGGGACGAGGGUUGGG. The protein sequence of the target gene is MHQTLCLNPESLKMSACSDFVEHIWKPGSCKNCFCLRSDHQLVAGPPQPRAGSLPPPPRLPPRPENCRLEDEGVNSSPYSKPTIAVKPTMMSSEASDVWTEANLSAEVSQVIWRRAPGKLPLPKQEDAPVVYLGSFRGVQKPAGPSTSPDGNSRCPPAYTMVGLHNLEPRGERNIAFHPVSFPEEKAVHKEKPSFPYQDRPSTQESFRQKLAAFAGTTSGCHQGPGPLRESLPSEDDSDQRCSPSGDSEGGEYCSILDCCPGSPVAKAASQTAGSRGRHGGRDCSPTCWEQGKCSGPAEQ.... Result: 1 (interaction). (3) The miRNA is cel-miR-266 with sequence AGGCAAGACUUUGGCAAAGC. The protein sequence of the target gene is MDLFHTPAGALDKLVAHNLHPAPEFTAAVRGALGSLNITLQQHRARGSQRPRVIRIAKGGAYARGTALRGGTDVELVIFLDCFQSFGDQKTCHSETLGAMRMLLESWGGHPGPGLTFEFSQSKASRILQFRLASADGEHWIDVSLVPAFDVLGQPRSGVKPTPNVYSSLLSSHCQAGEYSACFTEPRKNFVNTRPAKLKNLILLVKHWYHQVQTRAVRATLPPSYALELLTIFAWEQGCGKDSFSLAQGLRTVLALIQHSKYLCIFWTENYGFEDPAVGEFLRRQLKRPRPVILDPADPT.... Result: 0 (no interaction). (4) The miRNA is mmu-miR-706 with sequence AGAGAAACCCUGUCUCAAAAAA. The protein sequence of the target gene is MSSSFELSVQDLNDLLSDGSGCYSLPSQPCNEVVPRVYVGNASVAQDITQLQKLGITHVLNAAEGRSFMHVNTSASFYEDSGITYLGIKANDTQEFNLSAYFERATDFIDQALAHKNGRVLVHCREGYSRSPTLVIAYLMMRQKMDVKSALSTVRQNREIGPNDGFLAQLCQLNDRLAKEGKVKL. Result: 1 (interaction). (5) The miRNA is cel-miR-60-3p with sequence UAUUAUGCACAUUUUCUAGUUCA. The protein sequence of the target gene is MAARQIWARTGAALCRQPSAAPPPAPLWVRAGFRQQLSLTLCPANEGNCGGSAPSTPGRPERAARPSVSEELTAAERQIAELHAAACAAGQLNYVDPATGYVVLTQIAHLQRGECCGSACRHCPYGQVNVKDPSKKKQFNSYFYV. Result: 0 (no interaction). (6) The miRNA is rno-let-7i-5p with sequence UGAGGUAGUAGUUUGUGCUGUU. The protein sequence of the target gene is MQAIKCVVVGDGAVGKTCLLISYTTNAFPGEYIPTVFDNYSANVMVDGKPVNLGLWDTAGQEDYDRLRPLSYPQTDVFLICFSLVSPASFENVRAKWYPEVRHHCPHTPILLVGTKLDLRDDKDTIERLRDKKLAPITYPQGLAMAREIGSVKYLECSALTQRGLKTVFDEAIRAVLCPPPVKKPGKKCTVF. Result: 0 (no interaction). (7) The miRNA is hsa-let-7e-5p with sequence UGAGGUAGGAGGUUGUAUAGUU. The protein sequence of the target gene is MTILPKKKPPPPDADPANEPPPPGPMPPAPRRGGGVGVGGGGTGVGGGDRDRDSGVVGARPRASPPPQGPLPGPPGALHRWALAVPPGAVAGPRPQQASPPPCGGPGGPGGGPGDALGAAAAGVGAAGVVVGVGGAVGVGGCCSGPGHSKRRRQAPGVGAVGGGSPEREEVGAGYNSEDEYEAAAARIEAMDPATVEQQEHWFEKALRDKKGFIIKQMKEDGACLFRAVADQVYGDQDMHEVVRKHCMDYLMKNADYFSNYVTEDFTTYINRKRKNNCHGNHIEMQAMAEMYNRPVEVYQ.... Result: 1 (interaction). (8) The miRNA is hsa-miR-4786-5p with sequence UGAGACCAGGACUGGAUGCACC. The protein sequence of the target gene is MEETMKLATMEDTVEYCLFLIPDESRDSDKHKEILQKYIERIITRFAPMLVPYIWQNQPFNLKYKPGKGGVPAHMFGVTKFGDNIEDEWFIVYVIKQITKEFPELVARIEDNDGEFLLIEAADFLPKWLDPENSTNRVFFCHGELCIIPAPRKSGAESWLPTTPPTIPQALNIITAHSEKILASESIRAAVNRRIRGYPEKIQASLHRAHCFLPAGIVAVLKQRPRLVAAAVQAFYLRDPIDLRACRVFKTFLPETRIMTSVTFTKCLYAQLVQQRFVPDRRSGYRLPPPSDPQYRAHEL.... Result: 0 (no interaction). (9) The miRNA is hsa-miR-3668 with sequence AAUGUAGAGAUUGAUCAAAAU. The protein sequence of the target gene is MALVHKLLRGTYFLRKFSKPTSALYPFLGIRFAEYSSSLQKPVASPGKASSQRKTEGDLQGDHQKEVALDITSSEEKPDVSFDKAIRDEAIYHFRLLKDEIVDHWRGPEGHPLHEVLLEQAKVVWQFRGKEDLDKWTVTSDKTIGGRSEVFLKMGKNNQSALLYGTLSSEAPQDGESTRSGYCAMISRIPRGAFERKMSYDWSQFNTLYLRVRGDGRPWMVNIKEDTDFFQRTNQMYSYFMFTRGGPYWQEVKIPFSKFFFSNRGRIRDVQHELPLDKISSIGFTLADKVDGPFFLEIDF.... Result: 0 (no interaction). (10) The miRNA is hsa-miR-888-3p with sequence GACUGACACCUCUUUGGGUGAA. The protein sequence of the target gene is MDARGGGGRPGESPGATPAPGPPPPPPPAPPQQQPPPPPPPAPPPGPGPAPPQHPPRAEALPPEAADEGGPRGRLRSRDSSCGRPGTPGAASTAKGSPNGECGRGEPQCSPAGPEGPARGPKVSFSCRGAASGPAPGPGPAEEAGSEEAGPAGEPRGSQASFMQRQFGALLQPGVNKFSLRMFGSQKAVEREQERVKSAGAWIIHPYSDFRFYWDFTMLLFMVGNLIIIPVGITFFKDETTAPWIVFNVVSDTFFLMDLVLNFRTGIVIEDNTEIILDPEKIKKKYLRTWFVVDFVSSIP.... Result: 0 (no interaction).